This data is from Reaction yield outcomes from USPTO patents with 853,638 reactions. The task is: Predict the reaction yield, written as a fraction of the theoretical maximum amount of product (1.0 means a 100% yield; for example, 0.34 means a 34% yield). (1) The reactants are [F:1][C:2]([F:12])([F:11])[O:3][C:4]1[CH:5]=[C:6]([OH:10])[CH:7]=[CH:8][CH:9]=1.Cl[C:14]1[CH:19]=[C:18]([CH3:20])[N:17]=[C:16]([NH:21][C:22]2[CH:27]=[CH:26][C:25]([N:28]3[CH:32]=[C:31]([CH3:33])[N:30]=[CH:29]3)=[C:24]([O:34][CH3:35])[CH:23]=2)[N:15]=1. No catalyst specified. The product is [CH3:35][O:34][C:24]1[CH:23]=[C:22]([NH:21][C:16]2[N:17]=[C:18]([CH3:20])[CH:19]=[C:14]([O:10][C:6]3[CH:7]=[CH:8][CH:9]=[C:4]([O:3][C:2]([F:11])([F:12])[F:1])[CH:5]=3)[N:15]=2)[CH:27]=[CH:26][C:25]=1[N:28]1[CH:32]=[C:31]([CH3:33])[N:30]=[CH:29]1. The yield is 0.950. (2) The reactants are [NH2:1][C:2]1[CH:3]=[CH:4][C:5](Br)=[C:6]2[C:11]=1[C:10](=[O:12])[N:9]([CH3:13])[CH:8]=[CH:7]2. The catalyst is CO.C(O)(=O)C.C(Cl)Cl.[Pd]. The product is [NH2:1][C:2]1[CH:3]=[CH:4][CH:5]=[C:6]2[C:11]=1[C:10](=[O:12])[N:9]([CH3:13])[CH:8]=[CH:7]2. The yield is 0.230. (3) The reactants are [CH2:1]([C:4]1[C:13]([O:14][CH3:15])=[CH:12][C:11]([Cl:16])=[CH:10][C:5]=1[C:6]([O:8]C)=[O:7])[CH:2]=[CH2:3].[OH-].[Na+]. The catalyst is CO. The product is [CH2:1]([C:4]1[C:13]([O:14][CH3:15])=[CH:12][C:11]([Cl:16])=[CH:10][C:5]=1[C:6]([OH:8])=[O:7])[CH:2]=[CH2:3]. The yield is 0.930. (4) The catalyst is O1CCOCC1. The yield is 0.364. The reactants are C(OC([NH:8][C@H:9]1[CH2:13][CH2:12][N:11]([C:14]([O:16][C:17]2[CH:22]=[CH:21][C:20]([CH2:23][C@@H:24]3[C@@H:28]([CH2:29][C:30]4[CH:35]=[CH:34][C:33]([O:36][CH3:37])=[C:32]([O:38][CH3:39])[CH:31]=4)[CH2:27][O:26][C:25]3=[O:40])=[CH:19][C:18]=2[O:41][CH3:42])=[O:15])[CH2:10]1)=O)(C)(C)C.Cl. The product is [NH2:8][C@H:9]1[CH2:13][CH2:12][N:11]([C:14]([O:16][C:17]2[CH:22]=[CH:21][C:20]([CH2:23][C@@H:24]3[C@@H:28]([CH2:29][C:30]4[CH:35]=[CH:34][C:33]([O:36][CH3:37])=[C:32]([O:38][CH3:39])[CH:31]=4)[CH2:27][O:26][C:25]3=[O:40])=[CH:19][C:18]=2[O:41][CH3:42])=[O:15])[CH2:10]1. (5) The reactants are [OH:1][C@H:2]([CH:6]([CH3:8])[CH3:7])[C:3]([OH:5])=[O:4].[CH3:9]O. The catalyst is CCCCCC. The product is [OH:1][C@H:2]([CH:6]([CH3:8])[CH3:7])[C:3]([O:5][CH3:9])=[O:4]. The yield is 0.300. (6) The reactants are F[C:2]1[CH:3]=[N:4][CH:5]=[CH:6][C:7]=1[N+:8]([O-:10])=[O:9].[NH2:11][C@@H:12]([CH3:15])[CH2:13][OH:14].C(=O)([O-])[O-].[K+].[K+].O. The catalyst is CN(C=O)C. The yield is 0.840. The product is [N+:8]([C:7]1[CH:6]=[CH:5][N:4]=[CH:3][C:2]=1[NH:11][C@@H:12]([CH3:15])[CH2:13][OH:14])([O-:10])=[O:9]. (7) The reactants are [C:1](O)(=[O:9])[C:2]1[C:3](=[CH:5][CH:6]=[CH:7][CH:8]=1)[SH:4].[C:11]1([CH:18]=[CH:17][C:15]([OH:16])=[CH:14][CH:13]=1)[OH:12].C(=O)(O)[O-].[Na+].Cl. The catalyst is S(=O)(=O)(O)O. The product is [OH:12][C:11]1[C:18]2[C:1](=[O:9])[C:2]3[C:3](=[CH:5][CH:6]=[CH:7][CH:8]=3)[S:4][C:17]=2[C:15]([OH:16])=[CH:14][CH:13]=1. The yield is 0.300. (8) The reactants are [C:1]([NH:4][C:5]([C@@H:17]1[CH2:20][C@H:19]([N:21]([CH2:29][C:30]2[CH:35]=[CH:34][CH:33]=[CH:32][CH:31]=2)[C:22](=[O:28])[O:23][C:24]([CH3:27])([CH3:26])[CH3:25])[CH2:18]1)([CH2:13][CH2:14][CH:15]=[CH2:16])[C:6]([NH:8][C:9]([CH3:12])([CH3:11])[CH3:10])=[O:7])(=[O:3])[CH3:2].[CH3:36][C:37]1([CH3:44])[C:41]([CH3:43])([CH3:42])[O:40][BH:39][O:38]1.O. The catalyst is ClCCl.[Ir+].ClC1CCC=CCCC=1.C1(P(C2C=CC=CC=2)CCP(C2C=CC=CC=2)C2C=CC=CC=2)C=CC=CC=1. The product is [C:1]([NH:4][C:5]([C@@H:17]1[CH2:18][C@H:19]([N:21]([CH2:29][C:30]2[CH:35]=[CH:34][CH:33]=[CH:32][CH:31]=2)[C:22](=[O:28])[O:23][C:24]([CH3:25])([CH3:26])[CH3:27])[CH2:20]1)([CH2:13][CH2:14][CH2:15][CH2:16][B:39]1[O:40][C:41]([CH3:43])([CH3:42])[C:37]([CH3:44])([CH3:36])[O:38]1)[C:6]([NH:8][C:9]([CH3:10])([CH3:11])[CH3:12])=[O:7])(=[O:3])[CH3:2]. The yield is 0.740. (9) The reactants are [F:1][C:2]1[CH:11]=[C:10]2[C:5]([CH:6]=[C:7]([C@@H:20]([NH:22][C:23](=[O:29])[O:24][C:25]([CH3:28])([CH3:27])[CH3:26])[CH3:21])[C:8]([C:12]3[CH:17]=[CH:16][CH:15]=[CH:14][C:13]=3[S:18][CH3:19])=[N:9]2)=[CH:4][CH:3]=1.CC(C)=[O:32].C[N+]1([O-])CCOCC1.[OH2:42]. The catalyst is O=[Os](=O)(=O)=O. The product is [F:1][C:2]1[CH:11]=[C:10]2[C:5]([CH:6]=[C:7]([C@@H:20]([NH:22][C:23](=[O:29])[O:24][C:25]([CH3:28])([CH3:27])[CH3:26])[CH3:21])[C:8]([C:12]3[CH:17]=[CH:16][CH:15]=[CH:14][C:13]=3[S:18]([CH3:19])(=[O:32])=[O:42])=[N:9]2)=[CH:4][CH:3]=1. The yield is 0.990.